From a dataset of Reaction yield outcomes from USPTO patents with 853,638 reactions. Predict the reaction yield, written as a fraction of the theoretical maximum amount of product (1.0 means a 100% yield; for example, 0.34 means a 34% yield). (1) The reactants are Br[C:2]1[CH:3]=[CH:4][C:5]2[O:11][CH2:10][CH2:9][N:8]3[CH:12]=[C:13]([C:15]([NH2:17])=[O:16])[N:14]=[C:7]3[C:6]=2[CH:18]=1.C([Si]([O:26][CH2:27][C:28]([CH3:32])([CH3:31])[C:29]#[CH:30])(C)C)(C)(C)C.[Si](O[Si](C(C)(C)C)(C)C)(C(C)(C)C)(C)C. The catalyst is CC#N. The product is [OH:26][CH2:27][C:28]([CH3:32])([CH3:31])[C:29]#[C:30][C:2]1[CH:3]=[CH:4][C:5]2[O:11][CH2:10][CH2:9][N:8]3[CH:12]=[C:13]([C:15]([NH2:17])=[O:16])[N:14]=[C:7]3[C:6]=2[CH:18]=1. The yield is 0.280. (2) The reactants are [Cl:1][C:2]1[CH:3]=[C:4]2[C:8](=[CH:9][CH:10]=1)[NH:7][CH:6]=[C:5]2[CH2:11][CH2:12][NH:13][C:14](=[O:22])[C:15]1[CH:20]=[CH:19][CH:18]=[CH:17][C:16]=1I.[C:23]([C:25]1[CH:26]=[C:27](B(O)O)[CH:28]=[CH:29][CH:30]=1)#[N:24].C(=O)([O-])[O-].[Na+].[Na+]. The catalyst is C(COC)OC.O.C1C=CC([P]([Pd]([P](C2C=CC=CC=2)(C2C=CC=CC=2)C2C=CC=CC=2)([P](C2C=CC=CC=2)(C2C=CC=CC=2)C2C=CC=CC=2)[P](C2C=CC=CC=2)(C2C=CC=CC=2)C2C=CC=CC=2)(C2C=CC=CC=2)C2C=CC=CC=2)=CC=1. The product is [Cl:1][C:2]1[CH:3]=[C:4]2[C:8](=[CH:9][CH:10]=1)[NH:7][CH:6]=[C:5]2[CH2:11][CH2:12][NH:13][C:14]([C:15]1[C:16]([C:29]2[CH:28]=[CH:27][CH:26]=[C:25]([C:23]#[N:24])[CH:30]=2)=[CH:17][CH:18]=[CH:19][CH:20]=1)=[O:22]. The yield is 0.510. (3) The reactants are [NH2:1][C:2]1[CH:7]=[C:6]([C:8]2[C:9]([C:19]3[C:20]([F:37])=[C:21]([NH:25][S:26]([C:29]4[CH:34]=[C:33]([F:35])[CH:32]=[CH:31][C:30]=4[F:36])(=[O:28])=[O:27])[CH:22]=[CH:23][CH:24]=3)=[N:10][N:11]([CH:13]3[CH2:18][CH2:17][O:16][CH2:15][CH2:14]3)[CH:12]=2)[CH:5]=[CH:4][N:3]=1.[C:38](Cl)(=[O:40])[CH3:39].C(N(CC)CC)C. The catalyst is C(Cl)Cl. The product is [F:36][C:30]1[CH:31]=[CH:32][C:33]([F:35])=[CH:34][C:29]=1[S:26]([NH:25][C:21]1[C:20]([F:37])=[C:19]([C:9]2[C:8]([C:6]3[CH:5]=[CH:4][N:3]=[C:2]([NH:1][C:38](=[O:40])[CH3:39])[CH:7]=3)=[CH:12][N:11]([CH:13]3[CH2:14][CH2:15][O:16][CH2:17][CH2:18]3)[N:10]=2)[CH:24]=[CH:23][CH:22]=1)(=[O:27])=[O:28]. The yield is 0.610. (4) The reactants are [CH2:1]([S:5][C:6]1[CH:14]=[CH:13][C:12]([S:15]([CH3:18])(=[O:17])=[O:16])=[CH:11][C:7]=1[C:8]([OH:10])=O)[CH:2]([CH3:4])[CH3:3].Cl.[F:20][C:21]([F:34])([F:33])[C:22]1[S:26][C:25]([N:27]2[CH2:32][CH2:31][NH:30][CH2:29][CH2:28]2)=[N:24][CH:23]=1. The yield is 0.880. The product is [CH2:1]([S:5][C:6]1[CH:14]=[CH:13][C:12]([S:15]([CH3:18])(=[O:17])=[O:16])=[CH:11][C:7]=1[C:8]([N:30]1[CH2:31][CH2:32][N:27]([C:25]2[S:26][C:22]([C:21]([F:34])([F:20])[F:33])=[CH:23][N:24]=2)[CH2:28][CH2:29]1)=[O:10])[CH:2]([CH3:3])[CH3:4]. No catalyst specified. (5) The reactants are [C:1]1([CH2:7][CH:8]([C:10]2([C:16]3[CH:21]=[CH:20][CH:19]=[CH:18][CH:17]=3)SCCCS2)[OH:9])[CH:6]=[CH:5][CH:4]=[CH:3][CH:2]=1.C(#N)C.[OH2:25]. The catalyst is C(OCC)(=O)C. The product is [OH:9][CH:8]([CH2:7][C:1]1[CH:6]=[CH:5][CH:4]=[CH:3][CH:2]=1)[C:10]([C:16]1[CH:21]=[CH:20][CH:19]=[CH:18][CH:17]=1)=[O:25]. The yield is 0.740.